Dataset: Forward reaction prediction with 1.9M reactions from USPTO patents (1976-2016). Task: Predict the product of the given reaction. (1) Given the reactants [C:1]([O:5][C:6](=[O:37])[CH2:7][O:8][C:9]1[C:14]2[CH2:15][CH2:16][CH2:17][CH2:18][CH:19]([NH:20][S:21]([C:24]3[CH:29]=[C:28]([C:30]([F:33])([F:32])[F:31])[CH:27]=[C:26]([C:34](=[O:36])[CH3:35])[CH:25]=3)(=[O:23])=[O:22])[C:13]=2[CH:12]=[CH:11][CH:10]=1)([CH3:4])([CH3:3])[CH3:2].CI.[C:40]([O-])([O-])=O.[K+].[K+], predict the reaction product. The product is: [C:1]([O:5][C:6](=[O:37])[CH2:7][O:8][C:9]1[C:14]2[CH2:15][CH2:16][CH2:17][CH2:18][CH:19]([N:20]([S:21]([C:24]3[CH:29]=[C:28]([C:30]([F:33])([F:32])[F:31])[CH:27]=[C:26]([C:34](=[O:36])[CH3:35])[CH:25]=3)(=[O:22])=[O:23])[CH3:40])[C:13]=2[CH:12]=[CH:11][CH:10]=1)([CH3:4])([CH3:2])[CH3:3]. (2) Given the reactants [Cl:1][C:2]1[C:3]2[NH:10][CH:9]=[C:8]([C@H:11]3[C@H:15]([OH:16])[C@H:14]([OH:17])[C@@H:13]([CH2:18][OH:19])[N:12]3[C:20]([O:22][C:23]([CH3:26])([CH3:25])[CH3:24])=[O:21])[C:4]=2[N:5]=[CH:6][N:7]=1.O.[C:28]1(C)[CH:33]=CC(S(O)(=O)=O)=C[CH:29]=1.CCN(CC)CC, predict the reaction product. The product is: [Cl:1][C:2]1[C:3]2[NH:10][CH:9]=[C:8]([C@@H:11]3[N:12]([C:20]([O:22][C:23]([CH3:26])([CH3:25])[CH3:24])=[O:21])[C@H:13]([CH2:18][OH:19])[C@H:14]4[O:17][C:28]([CH3:33])([CH3:29])[O:16][C@@H:15]34)[C:4]=2[N:5]=[CH:6][N:7]=1. (3) Given the reactants [Br:1][C:2]1[CH:11]=[C:10]2[C:5]([CH2:6][CH2:7][N:8]([C:15](=O)[C:16]([N:18]([C:29]([CH3:32])([CH3:31])[CH3:30])[CH2:19][CH2:20][CH2:21][C:22]#CC3SC=CC=3)=[O:17])[CH:9]2[C:12](O)=O)=[CH:4][C:3]=1[O:34][CH3:35].C(N(CCCC#C)C(=O)C(O)=O)(C)(C)C.C([O-])(=O)C.[Na+].[NH4+].[OH-], predict the reaction product. The product is: [C:29]([N:18]1[CH2:19][CH2:20][CH2:21][C:22]2[CH:12]=[C:9]3[C:10]4[CH:11]=[C:2]([Br:1])[C:3]([O:34][CH3:35])=[CH:4][C:5]=4[CH2:6][CH2:7][N:8]3[C:15]=2[C:16]1=[O:17])([CH3:30])([CH3:31])[CH3:32].